The task is: Predict the product of the given reaction.. This data is from Forward reaction prediction with 1.9M reactions from USPTO patents (1976-2016). Given the reactants C(=O)([O-])[O-].[K+].[K+].[CH2:7]([O:14][C:15]1[C:20]([CH3:21])=[C:19]([O:22][CH2:23][CH2:24][CH2:25][CH2:26]Br)[CH:18]=[CH:17][C:16]=1[C:28](=[O:33])[CH2:29][CH:30]([CH3:32])[CH3:31])[C:8]1[CH:13]=[CH:12][CH:11]=[CH:10][CH:9]=1.[SH:34][C:35]1[CH:40]=[CH:39][N:38]=[CH:37][CH:36]=1, predict the reaction product. The product is: [CH2:7]([O:14][C:15]1[C:20]([CH3:21])=[C:19]([O:22][CH2:23][CH2:24][CH2:25][CH2:26][S:34][C:35]2[CH:40]=[CH:39][N:38]=[CH:37][CH:36]=2)[CH:18]=[CH:17][C:16]=1[C:28](=[O:33])[CH2:29][CH:30]([CH3:32])[CH3:31])[C:8]1[CH:13]=[CH:12][CH:11]=[CH:10][CH:9]=1.